From a dataset of Forward reaction prediction with 1.9M reactions from USPTO patents (1976-2016). Predict the product of the given reaction. (1) Given the reactants [CH2:1]([C@H:8]1[N:13]([C:14]([C:16]2[N:17]=[CH:18][N:19]([CH:27]3[CH2:32][CH2:31][CH2:30][NH:29][CH2:28]3)[C:20]=2[C:21]2[CH:26]=[CH:25][CH:24]=[CH:23][CH:22]=2)=[O:15])[CH2:12][CH2:11][N:10]([C:33]([O:35][C:36]([CH3:39])([CH3:38])[CH3:37])=[O:34])[CH2:9]1)[C:2]1[CH:7]=[CH:6][CH:5]=[CH:4][CH:3]=1.C(=O)([O-])[O-].[K+].[K+].Br[CH2:47][CH:48]1[CH2:50][CH2:49]1, predict the reaction product. The product is: [CH2:1]([C@H:8]1[N:13]([C:14]([C:16]2[N:17]=[CH:18][N:19]([CH:27]3[CH2:32][CH2:31][CH2:30][N:29]([CH2:47][CH:48]4[CH2:50][CH2:49]4)[CH2:28]3)[C:20]=2[C:21]2[CH:26]=[CH:25][CH:24]=[CH:23][CH:22]=2)=[O:15])[CH2:12][CH2:11][N:10]([C:33]([O:35][C:36]([CH3:39])([CH3:38])[CH3:37])=[O:34])[CH2:9]1)[C:2]1[CH:7]=[CH:6][CH:5]=[CH:4][CH:3]=1. (2) Given the reactants N1C(Cl)=NC(Cl)=NC=1Cl.[N:10]1[CH:15]=[CH:14][CH:13]=[CH:12][C:11]=1[CH2:16][O:17][C:18]1[CH:23]=[CH:22][C:21]([C:24]2([C:31]3[CH:39]=[CH:38][C:34]([C:35]([NH2:37])=O)=[CH:33][CH:32]=3)[CH2:29][CH:28]3[CH2:30][CH:25]2[CH2:26][CH2:27]3)=[CH:20][CH:19]=1, predict the reaction product. The product is: [N:10]1[CH:15]=[CH:14][CH:13]=[CH:12][C:11]=1[CH2:16][O:17][C:18]1[CH:19]=[CH:20][C:21]([C:24]2([C:31]3[CH:39]=[CH:38][C:34]([C:35]#[N:37])=[CH:33][CH:32]=3)[CH2:29][CH:28]3[CH2:30][CH:25]2[CH2:26][CH2:27]3)=[CH:22][CH:23]=1. (3) Given the reactants [Cl:1][C:2]1[CH:3]=[C:4]([CH:23]=[C:24]([OH:26])[CH:25]=1)[C:5]([NH:7][CH2:8][C:9]1[CH:14]=[CH:13][C:12]([C:15]#[N:16])=[CH:11][C:10]=1[O:17][CH2:18][C:19](=[O:22])[NH:20][CH3:21])=[O:6].Cl.Cl[CH2:29][C:30]1[N:31]([CH3:35])[CH:32]=[CH:33][N:34]=1, predict the reaction product. The product is: [Cl:1][C:2]1[CH:3]=[C:4]([CH:23]=[C:24]([O:26][CH2:29][C:30]2[N:31]([CH3:35])[CH:32]=[CH:33][N:34]=2)[CH:25]=1)[C:5]([NH:7][CH2:8][C:9]1[CH:14]=[CH:13][C:12]([C:15]#[N:16])=[CH:11][C:10]=1[O:17][CH2:18][C:19](=[O:22])[NH:20][CH3:21])=[O:6]. (4) Given the reactants [CH3:1][C:2]1[CH:7]=[CH:6][C:5]([NH:8][C:9]([NH:11][CH2:12][C:13]2[CH:18]=[CH:17][CH:16]=[CH:15][CH:14]=2)=[O:10])=[CH:4][C:3]=1[N:19]1[C:23](=[O:24])[CH2:22][CH:21]([C:25]([NH:27][CH:28]([C:35]2[CH:36]=[N:37][CH:38]=[CH:39][CH:40]=2)[CH2:29][C:30]([O:32]CC)=[O:31])=[O:26])[CH2:20]1.[OH-].[Na+].[OH-].[Na+].O.C1COCC1.CO, predict the reaction product. The product is: [CH3:1][C:2]1[CH:7]=[CH:6][C:5]([NH:8][C:9]([NH:11][CH2:12][C:13]2[CH:18]=[CH:17][CH:16]=[CH:15][CH:14]=2)=[O:10])=[CH:4][C:3]=1[N:19]1[C:23](=[O:24])[CH2:22][CH:21]([C:25]([NH:27][CH:28]([C:35]2[CH:36]=[N:37][CH:38]=[CH:39][CH:40]=2)[CH2:29][C:30]([OH:32])=[O:31])=[O:26])[CH2:20]1. (5) Given the reactants Cl[C:2]1[CH:3]=[C:4]([CH:25]=[C:26]([CH3:28])[N:27]=1)[C:5]([NH:7][C:8]1[S:9][C:10]2[C:16]([N:17]3[CH2:22][CH2:21][O:20][CH2:19][CH2:18]3)=[CH:15][CH:14]=[C:13]([O:23][CH3:24])[C:11]=2[N:12]=1)=[O:6].[I-:29].[Na+].I, predict the reaction product. The product is: [I:29][C:2]1[CH:3]=[C:4]([CH:25]=[C:26]([CH3:28])[N:27]=1)[C:5]([NH:7][C:8]1[S:9][C:10]2[C:16]([N:17]3[CH2:22][CH2:21][O:20][CH2:19][CH2:18]3)=[CH:15][CH:14]=[C:13]([O:23][CH3:24])[C:11]=2[N:12]=1)=[O:6]. (6) Given the reactants C([O:5][C:6]([C@@H:8]1[CH2:12][CH2:11][C:10](=[O:13])[N:9]1[C:14]1[CH:19]=[CH:18][C:17]([N+:20]([O-:22])=[O:21])=[CH:16][CH:15]=1)=[O:7])(C)(C)C.FC(F)(F)C(O)=O, predict the reaction product. The product is: [N+:20]([C:17]1[CH:16]=[CH:15][C:14]([N:9]2[C:10](=[O:13])[CH2:11][CH2:12][C@H:8]2[C:6]([OH:7])=[O:5])=[CH:19][CH:18]=1)([O-:22])=[O:21]. (7) Given the reactants [C:1]([C:3]1[CH:4]=[CH:5][C:6]([NH:23][C@@H:24]([CH3:27])[CH2:25][OH:26])=[C:7]([CH:22]=1)[C:8]([NH:10][CH2:11][C:12]1[CH:17]=[CH:16][C:15]([O:18][CH3:19])=[C:14]([O:20][CH3:21])[CH:13]=1)=[O:9])#[N:2].[H-].[Na+].F[C:31]1[CH:38]=[CH:37][C:34]([C:35]#[N:36])=[CH:33][CH:32]=1, predict the reaction product. The product is: [C:1]([C:3]1[CH:4]=[CH:5][C:6]([NH:23][C@@H:24]([CH3:27])[CH2:25][O:26][C:31]2[CH:38]=[CH:37][C:34]([C:35]#[N:36])=[CH:33][CH:32]=2)=[C:7]([CH:22]=1)[C:8]([NH:10][CH2:11][C:12]1[CH:17]=[CH:16][C:15]([O:18][CH3:19])=[C:14]([O:20][CH3:21])[CH:13]=1)=[O:9])#[N:2]. (8) Given the reactants O/N=[C:3](/[C:22]1[CH:27]=[CH:26][N:25]=[C:24]([CH3:28])[CH:23]=1)\[CH2:4][C@H:5]([C:13]1[CH:21]=[CH:20][C:16]([C:17]([OH:19])=O)=[CH:15][CH:14]=1)[C:6]1[CH:11]=[CH:10][CH:9]=[CH:8][C:7]=1[CH3:12].CN.F[P-](F)(F)(F)(F)F.[N:38]1(O[P+](N(C)C)(N(C)C)N(C)C)[C:42]2C=CC=CC=2N=N1.[O:58]1CCCC1, predict the reaction product. The product is: [CH3:42][NH:38][C:17](=[O:19])[C:16]1[CH:15]=[CH:14][C:13]([C@H:5]([C:6]2[CH:11]=[CH:10][CH:9]=[CH:8][C:7]=2[CH3:12])[CH2:4][C:3]([C:22]2[CH:27]=[CH:26][N:25]=[C:24]([CH3:28])[CH:23]=2)=[O:58])=[CH:21][CH:20]=1. (9) Given the reactants C([O:8][C:9]([CH:11]1[CH2:16][CH2:15][CH:14]([N:17]([C:28](=[O:56])[CH2:29][CH2:30][C@H:31]([N:38]2[CH2:43][C:42]3[CH:44]=[C:45]([O:48][C:49]4[CH:54]=[CH:53][CH:52]=[CH:51][CH:50]=4)[N:46]=[CH:47][C:41]=3[N:40]=[C:39]2[NH2:55])[CH:32]2[CH2:37][CH2:36][O:35][CH2:34][CH2:33]2)[CH2:18][CH2:19][O:20][CH2:21][C:22]2[CH:27]=[CH:26][CH:25]=[CH:24][CH:23]=2)[CH2:13][CH2:12]1)=[O:10])C1C=CC=CC=1, predict the reaction product. The product is: [NH2:55][C:39]1[N:38]([C@H:31]([CH:32]2[CH2:37][CH2:36][O:35][CH2:34][CH2:33]2)[CH2:30][CH2:29][C:28]([N:17]([CH2:18][CH2:19][O:20][CH2:21][C:22]2[CH:23]=[CH:24][CH:25]=[CH:26][CH:27]=2)[C@@H:14]2[CH2:13][CH2:12][C@H:11]([C:9]([OH:10])=[O:8])[CH2:16][CH2:15]2)=[O:56])[CH2:43][C:42]2[CH:44]=[C:45]([O:48][C:49]3[CH:50]=[CH:51][CH:52]=[CH:53][CH:54]=3)[N:46]=[CH:47][C:41]=2[N:40]=1. (10) Given the reactants Cl[CH2:2][C:3]1[C:4]([C:9]2[CH:14]=[CH:13][CH:12]=[CH:11][C:10]=2[Cl:15])=[N:5][CH:6]=[CH:7][CH:8]=1.[OH:16][C:17]1[C:18]([CH:25]=[O:26])=[CH:19][C:20]([O:23][CH3:24])=[N:21][CH:22]=1.C(=O)([O-])[O-].[K+].[K+], predict the reaction product. The product is: [Cl:15][C:10]1[CH:11]=[CH:12][CH:13]=[CH:14][C:9]=1[C:4]1[C:3]([CH2:2][O:16][C:17]2[C:18]([CH:25]=[O:26])=[CH:19][C:20]([O:23][CH3:24])=[N:21][CH:22]=2)=[CH:8][CH:7]=[CH:6][N:5]=1.